From a dataset of NCI-60 drug combinations with 297,098 pairs across 59 cell lines. Regression. Given two drug SMILES strings and cell line genomic features, predict the synergy score measuring deviation from expected non-interaction effect. (1) Drug 1: C1=CN(C=N1)CC(O)(P(=O)(O)O)P(=O)(O)O. Drug 2: CC1C(C(CC(O1)OC2CC(OC(C2O)C)OC3=CC4=CC5=C(C(=O)C(C(C5)C(C(=O)C(C(C)O)O)OC)OC6CC(C(C(O6)C)O)OC7CC(C(C(O7)C)O)OC8CC(C(C(O8)C)O)(C)O)C(=C4C(=C3C)O)O)O)O. Cell line: UACC62. Synergy scores: CSS=50.9, Synergy_ZIP=2.11, Synergy_Bliss=4.30, Synergy_Loewe=-8.97, Synergy_HSA=1.55. (2) Cell line: MDA-MB-231. Drug 2: C1CN(P(=O)(OC1)NCCCl)CCCl. Drug 1: C1=CC=C(C=C1)NC(=O)CCCCCCC(=O)NO. Synergy scores: CSS=7.94, Synergy_ZIP=-7.55, Synergy_Bliss=-3.10, Synergy_Loewe=-1.95, Synergy_HSA=-1.60. (3) Drug 1: CCC1(CC2CC(C3=C(CCN(C2)C1)C4=CC=CC=C4N3)(C5=C(C=C6C(=C5)C78CCN9C7C(C=CC9)(C(C(C8N6C=O)(C(=O)OC)O)OC(=O)C)CC)OC)C(=O)OC)O.OS(=O)(=O)O. Drug 2: CC(C)(C#N)C1=CC(=CC(=C1)CN2C=NC=N2)C(C)(C)C#N. Cell line: HCT116. Synergy scores: CSS=0.478, Synergy_ZIP=8.78, Synergy_Bliss=10.7, Synergy_Loewe=6.50, Synergy_HSA=3.38. (4) Drug 1: CC=C1C(=O)NC(C(=O)OC2CC(=O)NC(C(=O)NC(CSSCCC=C2)C(=O)N1)C(C)C)C(C)C. Drug 2: C(CCl)NC(=O)N(CCCl)N=O. Cell line: NCI-H522. Synergy scores: CSS=56.5, Synergy_ZIP=0.341, Synergy_Bliss=4.06, Synergy_Loewe=-53.3, Synergy_HSA=1.22. (5) Drug 1: COC1=NC(=NC2=C1N=CN2C3C(C(C(O3)CO)O)O)N. Drug 2: B(C(CC(C)C)NC(=O)C(CC1=CC=CC=C1)NC(=O)C2=NC=CN=C2)(O)O. Cell line: A498. Synergy scores: CSS=40.5, Synergy_ZIP=6.58, Synergy_Bliss=0.197, Synergy_Loewe=-51.9, Synergy_HSA=-2.02. (6) Drug 1: CNC(=O)C1=CC=CC=C1SC2=CC3=C(C=C2)C(=NN3)C=CC4=CC=CC=N4. Drug 2: C1C(C(OC1N2C=NC3=C(N=C(N=C32)Cl)N)CO)O. Cell line: A498. Synergy scores: CSS=6.46, Synergy_ZIP=-2.90, Synergy_Bliss=0.175, Synergy_Loewe=-1.85, Synergy_HSA=0.333. (7) Drug 1: C1CCC(CC1)NC(=O)N(CCCl)N=O. Drug 2: C1=C(C(=O)NC(=O)N1)N(CCCl)CCCl. Cell line: OVCAR3. Synergy scores: CSS=40.9, Synergy_ZIP=-4.16, Synergy_Bliss=0.981, Synergy_Loewe=-2.66, Synergy_HSA=2.05. (8) Drug 2: CC1=C(C=C(C=C1)NC(=O)C2=CC=C(C=C2)CN3CCN(CC3)C)NC4=NC=CC(=N4)C5=CN=CC=C5. Cell line: SNB-19. Drug 1: CCC1(CC2CC(C3=C(CCN(C2)C1)C4=CC=CC=C4N3)(C5=C(C=C6C(=C5)C78CCN9C7C(C=CC9)(C(C(C8N6C=O)(C(=O)OC)O)OC(=O)C)CC)OC)C(=O)OC)O.OS(=O)(=O)O. Synergy scores: CSS=17.6, Synergy_ZIP=-3.06, Synergy_Bliss=0.637, Synergy_Loewe=-36.6, Synergy_HSA=-0.149. (9) Drug 1: CC(CN1CC(=O)NC(=O)C1)N2CC(=O)NC(=O)C2. Drug 2: C(CCl)NC(=O)N(CCCl)N=O. Cell line: HS 578T. Synergy scores: CSS=26.2, Synergy_ZIP=-3.44, Synergy_Bliss=1.60, Synergy_Loewe=0.256, Synergy_HSA=1.93. (10) Drug 1: CC12CCC3C(C1CCC2=O)CC(=C)C4=CC(=O)C=CC34C. Drug 2: CC(C1=C(C=CC(=C1Cl)F)Cl)OC2=C(N=CC(=C2)C3=CN(N=C3)C4CCNCC4)N. Cell line: HL-60(TB). Synergy scores: CSS=63.8, Synergy_ZIP=-2.76, Synergy_Bliss=-2.80, Synergy_Loewe=-26.1, Synergy_HSA=-6.50.